This data is from Peptide-MHC class II binding affinity with 134,281 pairs from IEDB. The task is: Regression. Given a peptide amino acid sequence and an MHC pseudo amino acid sequence, predict their binding affinity value. This is MHC class II binding data. The peptide sequence is KYYLRLWAPELAKSQ. The MHC is H-2-IAb with pseudo-sequence H-2-IAb. The binding affinity (normalized) is 0.559.